Dataset: Reaction yield outcomes from USPTO patents with 853,638 reactions. Task: Predict the reaction yield, written as a fraction of the theoretical maximum amount of product (1.0 means a 100% yield; for example, 0.34 means a 34% yield). (1) The reactants are [Cl:1][C:2]1[CH:3]=[N:4][N:5]([CH3:16])[C:6]=1[C:7]1[CH:8]=[C:9]([C:13]([OH:15])=O)[O:10][C:11]=1[CH3:12].[NH2:17][C@@H:18]([CH2:31][C:32]1[CH:37]=[CH:36][CH:35]=[C:34]([F:38])[CH:33]=1)[CH2:19][N:20]1[C:28](=[O:29])[C:27]2[C:22](=[CH:23][CH:24]=[CH:25][CH:26]=2)[C:21]1=[O:30].CC(OC(N[C@H](C(O)=O)CC1C=CC=CC=1C(F)(F)F)=O)(C)C.C1CN([P+](Br)(N2CCCC2)N2CCCC2)CC1.F[P-](F)(F)(F)(F)F.CCN(C(C)C)C(C)C. The catalyst is C(Cl)(Cl)Cl. The product is [Cl:1][C:2]1[CH:3]=[N:4][N:5]([CH3:16])[C:6]=1[C:7]1[CH:8]=[C:9]([C:13]([NH:17][C@@H:18]([CH2:31][C:32]2[CH:37]=[CH:36][CH:35]=[C:34]([F:38])[CH:33]=2)[CH2:19][N:20]2[C:28](=[O:29])[C:27]3[C:22](=[CH:23][CH:24]=[CH:25][CH:26]=3)[C:21]2=[O:30])=[O:15])[O:10][C:11]=1[CH3:12]. The yield is 0.490. (2) The reactants are [CH3:1][S:2]([O:5][CH2:6][CH2:7][N:8]1[CH2:12][CH2:11]N[C:9]1=[O:13])(=[O:4])=[O:3].O[CH2:15]CN1CCCC1=O. No catalyst specified. The product is [CH3:1][S:2]([O:5][CH2:6][CH2:7][N:8]1[CH2:12][CH2:11][CH2:15][C:9]1=[O:13])(=[O:4])=[O:3]. The yield is 0.500. (3) The reactants are Cl.Cl.Cl.[O:4]1[C:12]2[CH:11]=[CH:10][N:9]=[C:8]([N:13]3[CH2:18][CH2:17][N:16]([CH2:19][CH2:20][C@H:21]4[CH2:26][CH2:25][C@H:24]([NH2:27])[CH2:23][CH2:22]4)[CH2:15][CH2:14]3)[C:7]=2[CH:6]=[CH:5]1.[C:28](O)(=[O:31])[CH2:29][CH3:30].CCN(C(C)C)C(C)C.CN(C(ON1N=NC2C=CC=CC1=2)=[N+](C)C)C.[B-](F)(F)(F)F.C([O-])(O)=O.[Na+]. The catalyst is CN(C=O)C. The product is [O:4]1[C:12]2[CH:11]=[CH:10][N:9]=[C:8]([N:13]3[CH2:18][CH2:17][N:16]([CH2:19][CH2:20][C@H:21]4[CH2:26][CH2:25][C@H:24]([NH:27][C:28](=[O:31])[CH2:29][CH3:30])[CH2:23][CH2:22]4)[CH2:15][CH2:14]3)[C:7]=2[CH:6]=[CH:5]1. The yield is 0.930.